Dataset: Forward reaction prediction with 1.9M reactions from USPTO patents (1976-2016). Task: Predict the product of the given reaction. (1) Given the reactants [CH2:1]([C@@H:8]1[C@@H:16]([O:17][Si](C(C)(C)C)(C)C)[C@H:15]([CH3:25])[O:14][C:13](=[O:26])[C@@H:12]([NH:27][C:28](=[O:34])[O:29][C:30]([CH3:33])([CH3:32])[CH3:31])[CH2:11][O:10][CH2:9]1)[C:2]1[CH:7]=[CH:6][CH:5]=[CH:4][CH:3]=1.N1C=CC=CC=1.C1COCC1.C1C=CN=CC=1.F.C([O-])([O-])=O.[Na+].[Na+], predict the reaction product. The product is: [C:30]([O:29][C:28](=[O:34])[NH:27][C@H:12]1[CH2:11][O:10][CH2:9][C@H:8]([CH2:1][C:2]2[CH:7]=[CH:6][CH:5]=[CH:4][CH:3]=2)[C@@H:16]([OH:17])[C@H:15]([CH3:25])[O:14][C:13]1=[O:26])([CH3:32])([CH3:31])[CH3:33]. (2) Given the reactants [CH:1]1([C:4]2[N:8]=[C:7]([C:9]3[C:10]4[CH2:25][CH2:24][CH2:23][CH2:22][C:11]=4[S:12][C:13]=3[NH:14][C:15](=[O:21])OC(C)(C)C)[O:6][N:5]=2)[CH2:3][CH2:2]1.C(O)(C(F)(F)F)=O.[C:33]12C(=O)[O:40][C:38](=[O:39])[C:34]=1[CH2:35][CH2:36][CH2:37]2, predict the reaction product. The product is: [CH:1]1([C:4]2[N:8]=[C:7]([C:9]3[C:10]4[CH2:25][CH2:24][CH2:23][CH2:22][C:11]=4[S:12][C:13]=3[NH:14][C:15]([C:33]3[CH2:37][CH2:36][CH2:35][C:34]=3[C:38]([OH:40])=[O:39])=[O:21])[O:6][N:5]=2)[CH2:2][CH2:3]1.